This data is from Catalyst prediction with 721,799 reactions and 888 catalyst types from USPTO. The task is: Predict which catalyst facilitates the given reaction. Reactant: C(N(CC)CC)C.[F:8][C:9]1[C:14]([F:15])=[CH:13][CH:12]=[CH:11][C:10]=1[C@H:16]1[CH2:22][N:21]2[C:23]([CH2:26][C:27]([F:30])([F:29])[F:28])=[CH:24][N:25]=[C:20]2[C@H:19]([NH2:31])[CH2:18][CH2:17]1.Cl[C:33](OC1C=CC([N+]([O-])=O)=CC=1)=[O:34].[NH:45]1[CH2:50][CH2:49][CH:48]([C:51]2[C:52](=[O:57])[NH:53][N:54]=[CH:55][CH:56]=2)[CH2:47][CH2:46]1.C(=O)([O-])[O-].[Na+].[Na+]. Product: [F:8][C:9]1[C:14]([F:15])=[CH:13][CH:12]=[CH:11][C:10]=1[C@H:16]1[CH2:22][N:21]2[C:23]([CH2:26][C:27]([F:30])([F:28])[F:29])=[CH:24][N:25]=[C:20]2[C@H:19]([NH:31][C:33]([N:45]2[CH2:46][CH2:47][CH:48]([C:51]3[C:52](=[O:57])[NH:53][N:54]=[CH:55][CH:56]=3)[CH2:49][CH2:50]2)=[O:34])[CH2:18][CH2:17]1. The catalyst class is: 217.